Dataset: Full USPTO retrosynthesis dataset with 1.9M reactions from patents (1976-2016). Task: Predict the reactants needed to synthesize the given product. Given the product [F:13][C:14]([F:21])([F:20])[C:15]([NH:12][C@@H:2]([CH3:1])[C@H:3]([OH:11])[C:4]1[CH:9]=[CH:8][C:7]([OH:10])=[CH:6][CH:5]=1)=[O:16], predict the reactants needed to synthesize it. The reactants are: [CH3:1][C@H:2]([NH2:12])[C@H:3]([OH:11])[C:4]1[CH:9]=[CH:8][C:7]([OH:10])=[CH:6][CH:5]=1.[F:13][C:14]([F:21])([F:20])[C:15](OCC)=[O:16].